The task is: Predict the product of the given reaction.. This data is from Forward reaction prediction with 1.9M reactions from USPTO patents (1976-2016). (1) Given the reactants [CH2:1]([N:3]1[CH2:12][CH2:11][CH:10]2[C:5](=[C:6]([NH2:14])[CH:7]=[CH:8][CH:9]2[Br:13])[CH2:4]1)[CH3:2].[C:15](OC(=O)C)(=[O:17])[CH3:16], predict the reaction product. The product is: [Br:13][C:9]1[CH:8]=[CH:7][C:6]([NH:14][C:15](=[O:17])[CH3:16])=[C:5]2[C:10]=1[CH2:11][CH2:12][N:3]([CH2:1][CH3:2])[CH2:4]2. (2) Given the reactants [C:1]([OH:6])(=O)[C:2]([CH3:4])=[CH2:3].ClC(OCC)=O.C(#N)C.[NH2:16][C:17]1[CH:22]=[CH:21][C:20]([S:23]([NH2:26])(=[O:25])=[O:24])=[CH:19][CH:18]=1, predict the reaction product. The product is: [NH2:26][S:23]([C:20]1[CH:19]=[CH:18][C:17]([NH:16][C:1](=[O:6])[C:2]([CH3:4])=[CH2:3])=[CH:22][CH:21]=1)(=[O:24])=[O:25]. (3) Given the reactants CN(CCN(C)C)C.[Li]C(CC)C.[F:14][C:15]1[CH:23]=[CH:22][C:18]([C:19]([OH:21])=[O:20])=[C:17]([O:24][CH3:25])[CH:16]=1.[CH3:26][S:27]SC, predict the reaction product. The product is: [F:14][C:15]1[CH:23]=[C:22]([S:27][CH3:26])[C:18]([C:19]([OH:21])=[O:20])=[C:17]([O:24][CH3:25])[CH:16]=1. (4) Given the reactants [CH2:1]([O:3][C:4]([C:6]1[C:10]([C:11]([CH3:14])([CH3:13])[CH3:12])=[C:9]([Br:15])[N:8]([C:16]2[CH:21]=[CH:20][C:19]([F:22])=[CH:18][CH:17]=2)[C:7]=1[CH2:23]Br)=[O:5])[CH3:2].[CH2:25]([O:27][C:28](=[O:38])[CH2:29][NH:30][C:31]([O:33][C:34]([CH3:37])([CH3:36])[CH3:35])=[O:32])[CH3:26], predict the reaction product. The product is: [CH2:1]([O:3][C:4]([C:6]1[C:10]([C:11]([CH3:14])([CH3:13])[CH3:12])=[C:9]([Br:15])[N:8]([C:16]2[CH:21]=[CH:20][C:19]([F:22])=[CH:18][CH:17]=2)[C:7]=1[CH2:23][N:30]([C:31]([O:33][C:34]([CH3:35])([CH3:37])[CH3:36])=[O:32])[CH2:29][C:28]([O:27][CH2:25][CH3:26])=[O:38])=[O:5])[CH3:2].